This data is from Full USPTO retrosynthesis dataset with 1.9M reactions from patents (1976-2016). The task is: Predict the reactants needed to synthesize the given product. (1) Given the product [C:11]([O:10][C:9]([NH:8][C:3]1([CH3:7])[CH2:4][CH2:5][CH2:6][CH:2]1[NH:1][C:26](=[O:27])[O:28][C@@H:29]1[CH2:34][C@H:33]([CH3:35])[CH2:32][CH2:31][C@H:30]1[CH:36]([CH3:38])[CH3:37])=[O:15])([CH3:14])([CH3:13])[CH3:12], predict the reactants needed to synthesize it. The reactants are: [NH2:1][CH:2]1[CH2:6][CH2:5][CH2:4][C:3]1([NH:8][C:9](=[O:15])[O:10][C:11]([CH3:14])([CH3:13])[CH3:12])[CH3:7].CCN(C(C)C)C(C)C.Cl[C:26]([O:28][C@@H:29]1[CH2:34][C@H:33]([CH3:35])[CH2:32][CH2:31][C@H:30]1[CH:36]([CH3:38])[CH3:37])=[O:27].C(=O)(O)[O-].[Na+]. (2) Given the product [CH2:21]([O:20][C:18](=[O:19])[C:17]([CH2:14][CH:15]=[CH2:16])([CH:7]([C:8]1[CH:13]=[CH:12][CH:11]=[CH:10][CH:9]=1)[CH2:6][N+:3]([O-:5])=[O:4])[C:23]([O:25][CH2:26][CH3:27])=[O:24])[CH3:22], predict the reactants needed to synthesize it. The reactants are: N#N.[N+:3]([CH:6]=[CH:7][C:8]1[CH:13]=[CH:12][CH:11]=[CH:10][CH:9]=1)([O-:5])=[O:4].[CH2:14]([CH:17]([C:23]([O:25][CH2:26][CH3:27])=[O:24])[C:18]([O:20][CH2:21][CH3:22])=[O:19])[CH:15]=[CH2:16]. (3) Given the product [Cl:1][C:2]1[CH:30]=[C:29]([N:31]2[CH2:32][CH2:33][CH2:34][CH2:35]2)[CH:28]=[CH:27][C:3]=1[C:4]([N:6]1[C:12]2[CH:13]=[CH:14][CH:15]=[CH:16][C:11]=2[CH2:10][N:9]([CH2:17][C:18]2[O:25][C:22]([CH2:23][CH3:24])=[N:21][N:20]=2)[C:8](=[O:26])[CH2:7]1)=[O:5], predict the reactants needed to synthesize it. The reactants are: [Cl:1][C:2]1[CH:30]=[C:29]([N:31]2[CH2:35][CH2:34][CH2:33][CH2:32]2)[CH:28]=[CH:27][C:3]=1[C:4]([N:6]1[C:12]2[CH:13]=[CH:14][CH:15]=[CH:16][C:11]=2[CH2:10][N:9]([CH2:17][C:18]([NH:20][NH:21][C:22](=[O:25])[CH2:23][CH3:24])=O)[C:8](=[O:26])[CH2:7]1)=[O:5]. (4) The reactants are: Br[C:2]1[S:3][C:4]([Br:7])=[CH:5][N:6]=1.[N:8]1([C:14]([O:16][C:17]([CH3:20])([CH3:19])[CH3:18])=[O:15])[CH2:13][CH2:12][NH:11][CH2:10][CH2:9]1. Given the product [C:17]([O:16][C:14]([N:8]1[CH2:13][CH2:12][N:11]([C:2]2[S:3][C:4]([Br:7])=[CH:5][N:6]=2)[CH2:10][CH2:9]1)=[O:15])([CH3:20])([CH3:18])[CH3:19], predict the reactants needed to synthesize it.